From a dataset of Drug-target binding data from BindingDB using IC50 measurements. Regression. Given a target protein amino acid sequence and a drug SMILES string, predict the binding affinity score between them. We predict pIC50 (pIC50 = -log10(IC50 in M); higher means more potent). Dataset: bindingdb_ic50. (1) The compound is CCCCCCCCCCCCCCC[C@@H](NC(=O)[C@@H](NC(=O)N[C@H](C(=O)O)C(C)C)[C@@H]1CCN=C(N)N1)C(=O)NCCCN[C@H](C(=O)O)[C@H](O[C@@H]1O[C@H](CN)[C@@H](O)[C@H]1O)[C@H]1O[C@@H](n2ccc(=O)[nH]c2=O)[C@H](O)[C@@H]1O. The target protein (Q9X1N5) has sequence MWEAIISFFLTSVLSVFAKKTEFLDRPDSRKSHGRAVPPVGGVSIFLTLLIFERDNPFFLFSIPLFLLGLLDDLFDLSYRIKLAVTALVAVWFSTAVTIEVSIFGARIHPVFFVIWFVGMVNAFNVVDGLDGLLSGISLFSSLMIGERSLAFSIIGFLPWNLPDAKVFLGNSGSFLLGAYLSTASVVFFEGDLGYATLFLGFPFYEIVFSFVRRLVVKKNPFSPDEKHTHHVFSRKIGKWKTLLILVSFSLMFNLLGLSQKFYFIFLYVVLCCVLLFTYCVLQRGNGNLKL. The pIC50 is 2.9. (2) The compound is Cc1ccccc1C(=O)N/N=C/c1ccc(Sc2ccccn2)o1. The target protein sequence is SKRSSDPSPAGDNEIERVFVWDLDETIIIFHSLLTGTFASRYGKDTTTSVRIGLMMEEMIFNLADTHLFFNDLEDCDQIHVDDVSSDDNGQDLSTYNFSADGFHSSAPGANLCLGSGVHGGVDWMRKLAFRYRRVKEMYNTYKNNVGGLIGTPKRETWLQLRAELEALTDLWLTHSLKALNLINSRPNCVNVLVTTTQLIPALAKVLLYGLGSVFPIENIYSATKTGKESCFERIMQRFGRKAVYVVIGDGVEEEQGAKKHNMPFWRISCHADLEALRHALELEYL. The pIC50 is 4.1. (3) The small molecule is N[C@](CC1c2ccccc2Oc2ccccc21)(C(=O)O)[C@H]1C[C@@H]1C(=O)O. The target protein (P31421) has sequence MESLLGFLALLLLWGAVAEGPAKKVLTLEGDLVLGGLFPVHQKGGPAEECGPVNEHRGIQRLEAMLFALDRINRDPHLLPGVRLGAHILDSCSKDTHALEQALDFVRASLSRGADGSRHICPDGSYATHSDAPTAVTGVIGGSYSDVSIQVANLLRLFQIPQISYASTSAKLSDKSRYDYFARTVPPDFFQAKAMAEILRFFNWTYVSTVASEGDYGETGIEAFELEARARNICVATSEKVGRAMSRAAFEGVVRALLQKPSARVAVLFTRSEDARELLAATQRLNASFTWVASDGWGALESVVAGSERAAEGAITIELASYPISDFASYFQSLDPWNNSRNPWFREFWEERFHCSFRQRDCAAHSLRAVPFEQESKIMFVVNAVYAMAHALHNMHRALCPNTTHLCDAMRPVNGRRLYKDFVLNVKFDAPFRPADTDDEVRFDRFGDGIGRYNIFTYLRAGSGRYRYQKVGYWAEGLTLDTSFIPWASPSAGPLPASRC.... The pIC50 is 6.7. (4) The small molecule is COc1cc(OC)cc(C(=O)NCc2nc(-c3ccccc3)no2)c1. The target protein (P02550) has sequence MRECISIHVGQAGVQIGNACWELYCLEHGIQPDGQMPSDKTIGGGDDSFNTFFSETGAGKHVPRAVFVDLEPTVIDEVRTGTYRQLFHPEQLITGKEDAANNYARGHYTIGKEIIDLVLDRIRKLADQCTGLQGFSVFHSFGGGTGSGFTSLLMERLSVDYGKKSKLEFSIYPAPQVSTAVVEPYNSILTTHTTLEHSDCAFMVDNEAIYDICRRNLDIERPTYTNLNRLIGQIVSSITASLRFDGALNVDLTEFQTNLVPYPRAHFPLATYAPVISAEKAYHEQLSVAEITNACFEPANQMVKCDPRHGKYMACCLLYRGDVVPKDVNAAIATIKTKRTIQFVDWCPTGFKVGINYEPPTVVPGGDLAKVQRAVCMLSNTTAIAEAWARLDHKFDLMYAKRAFVHWYVGEGMEEGEFSEAREDMAALEKDYEEVGVDSVEGEGEEEGEEY. The pIC50 is 3.9. (5) The small molecule is CC1=C(C#N)C(c2ccc3[nH]nc(C)c3c2)C(C#N)=C(C(F)(F)F)N1. The target protein sequence is QIKDLGSELVRYDARVHTPHLDRLVSARSVSPTTEMVSNESVDYRATFPEDQFPNSSQNGSCRQVQYPLTDMSPILTSGDSDISSPLLQNTVHIDLSALNPELVQAVQHVVIGPSSLIVHFNEVIGRGHFGCVYHGTLLDNDGKKIHCAVKSLNRITDIGEVSQFLTEGIIMKDFSHPNVLSLLGICLRSEGSPLVVLPYMKHGDLRNFIRNETHNPTVKDLIGFGLQVAKGMKYLASKKFVHRDLAARNCMLDEKFTVKVADFGLARDMYDKEYYSVHNKTGAKLPVKWMALESLQTQKFTTKSDVWSFGVLLWELMTRGAPPYPDVNTFDITVYLLQGRRLLQPEYCPDPLYEVMLKCWHPKAEMRPSFSELVSRISAIFSTFIGEHYVHVNATYVNVKCVAPYPSLLSSEDNADDEVDTRPASFWETS. The pIC50 is 9.0. (6) The drug is O=C(COc1ccc(S(=O)(=O)NCCCc2ccccc2)cc1)NCc1ccc(Cl)cc1. The target protein sequence is MLSASTMKEVVYWSPKKVADWLLENAMPEYCEPLEHFTGQDLINLTQEDFKKPPLCRVSSDNGQRLLDMIETLKMEHHLEAHKNGHANGHLNIGVDIPTPDGSFSIKIKPNGMPNGYRKEMIKIPMPELERSQYPMEWGKTFLAFLYALSCFVLTTVMISVVHERVPPKEVQPPLPDTFFDHFNRVQWAFSICEINGMILVGLWLIQWLLLKYKSIISRRFFCIVGTLYLYRCITMYVTTLPVPGMHFNCSPKLFGDWEAQLRRIMKLIAGGGLSITGSHNMCGDYLYSGHTVMLTLTYLFIKEYSPRRLWWYHWICWLLSVVGIFCILLAHDHYTVDVVVAYYITTRLFWWYHTMANQQVLKEASQMNLLARVWWYRPFQYFEKNVQGIVPRSYHWPFPWPVVHLSRQVKYSRLVNDT. The pIC50 is 4.0. (7) The small molecule is C[C@H](NC(=O)[C@H](C)NC(=O)[C@H](CS)NC(=O)[C@H](C)NC(=O)[C@H]1CCCN1C(=O)[C@H](Cc1cnc[nH]1)NC(=O)[C@H](CO)NC(=O)[C@H](CS)NC(=O)[C@H](CS)NC(=O)CNC(=O)CN)C(=O)N[C@@H](CC(N)=O)C(=O)N[C@@H](CC(N)=O)C(=O)N[C@@H](CCC(N)=O)C(=O)N[C@@H](CC(=O)O)C(=O)N[C@@H](Cc1ccc(OS(=O)(=O)O)cc1)C(=O)N[C@@H](CS)C(N)=O. The target protein (P30277) has sequence MALRVTRNTKINTENKAKVSMAGAKRVPVAVAASKPLLRSRTALGDIGNKVSEQSRIPLKKETKKLGSGTVTVKALPKPVDKVPVCEPEVELDEPEPEPVMEVKHSPEPILVDTPSPSPMETSGCAPAEEYLCQAFSDVILAVSDVDADDGGDPNLCSEYVKDIYAYLRQLEEEQSVRPKYLLGREVTGNMRAILIDWLIQVQMKFRLLQETMYMTVSIIDRFMQDSCVPKKMLQLVGVTAMFIASKYEEMYPPEIGDFAFVTNNTYTKHQIRQMEMKILRVLNFSLGRPLPLHFLRRASKIGEVDVEQHTLAKYLMELSMLDYDMVHFAPSQIAAGAFCLALKILDNGEWTPTLQHYLSHTEESLLPVMQHLAKNIVMVNRGLTKHMTIKNKYATSKHAKISTLAQLNCTLVQNLSKAVTKA. The pIC50 is 6.1. (8) The compound is C[C@H]1[C@H](O)[C@@H](O)[C@@H]2[C@@H](O)[C@H](O)[C@@H](CO)N12. The target protein sequence is MAKIKLKKFLYGGDYNPDQWSEDVWEQDIEFMKYYNVNAVSMPIFSWAQLQPSEDKFTFEWLDRIIDKLYSNGIHVILATPTASQPAWLSKKYPDVLPVDIHGRKRKHGARQNYCPNSPNFKNAARRIVEQMAKRYKDHPAIIMWHISNEYGPYCYCENCAKAFREWLKERYKTLDELNKRWNTAFWGHTFYDWDEIEVPSYLNEEYEYMPGRQKSSFQGLSLDYKRFMSDSLLNLYKMEVEIIKKYMPDVPVTTNLMGPFKPLDYHKWAQYMDVVSWDNYPSIKDSPHSIAFKHDLMRGLKRDQSFILMEQTPSQTNWQWYNSAKRPGMIRLLSYHAIAHGADSVLYFQWRQSVGSCEKFHSAMVPHAGHLNTRVSKELKQIGDELLRLDEILESVNKSDVALLFDWENWWALEESMGFRNDISYLEHIDSYYKALYKLKTNVDVVDPTEDLSRYKLVVAPLLYLLDSNTAKNIEEYVKNGGIFITTFLSGLVDENDRV.... The pIC50 is 4.3.